From a dataset of Full USPTO retrosynthesis dataset with 1.9M reactions from patents (1976-2016). Predict the reactants needed to synthesize the given product. Given the product [Cl-:37].[NH3+:3][O:12][CH:13]([C:25]1[CH:30]=[CH:29][CH:28]=[CH:27][CH:26]=1)[CH2:14][CH2:15][NH2+:16][CH3:17].[Cl-:37], predict the reactants needed to synthesize it. The reactants are: O=C1C2C(=CC=CC=2)C(=O)[N:3]1[O:12][CH:13]([C:25]1[CH:30]=[CH:29][CH:28]=[CH:27][CH:26]=1)[CH2:14][CH2:15][N:16](C)[C:17](=O)OC(C)(C)C.C(O)C.O.NN.[ClH:37].